This data is from Full USPTO retrosynthesis dataset with 1.9M reactions from patents (1976-2016). The task is: Predict the reactants needed to synthesize the given product. (1) Given the product [CH2:8]([O:7][CH2:6][C:3]([CH2:18][O:19][CH2:20][CH2:21][CH2:22][CH2:23][CH2:24][CH2:25][CH2:26][CH2:27][CH2:28][CH3:29])([CH2:4][C:36]#[N:34])[CH2:2][C:30]#[N:31])[CH2:9][CH2:10][CH2:11][CH2:12][CH2:13][CH2:14][CH2:15][CH2:16][CH3:17], predict the reactants needed to synthesize it. The reactants are: I[CH2:2][C:3]([CH2:18][O:19][CH2:20][CH2:21][CH2:22][CH2:23][CH2:24][CH2:25][CH2:26][CH2:27][CH2:28][CH3:29])([CH2:6][O:7][CH2:8][CH2:9][CH2:10][CH2:11][CH2:12][CH2:13][CH2:14][CH2:15][CH2:16][CH3:17])[CH2:4]I.[C-:30]#[N:31].[K+].C[N:34]([CH:36]=O)C. (2) Given the product [NH2:1][C:2]1[N:7]=[CH:6][C:5]([C:8]2[CH:16]=[CH:15][C:11]([C:12](=[O:13])[N:30]([CH2:31][CH2:32][O:33][CH3:34])[CH2:29][CH2:28][O:27][CH3:26])=[CH:10][CH:9]=2)=[CH:4][C:3]=1[C:17]([NH:18][C:19]1[CH:20]=[CH:21][N:22]=[CH:23][CH:24]=1)=[O:25], predict the reactants needed to synthesize it. The reactants are: [NH2:1][C:2]1[N:7]=[CH:6][C:5]([C:8]2[CH:16]=[CH:15][C:11]([C:12](O)=[O:13])=[CH:10][CH:9]=2)=[CH:4][C:3]=1[C:17](=[O:25])[NH:18][C:19]1[CH:24]=[CH:23][N:22]=[CH:21][CH:20]=1.[CH3:26][O:27][CH2:28][CH2:29][NH:30][CH2:31][CH2:32][O:33][CH3:34]. (3) Given the product [O:1]1[CH2:5][CH2:4][C@@H:3]([CH2:6][NH:7][C:8]([C:10]2[CH:11]=[CH:12][C:13]([NH:16][C:17]([N:19]3[CH2:27][C:26]4[C:21](=[CH:22][CH:23]=[CH:24][CH:25]=4)[CH2:20]3)=[O:18])=[CH:14][CH:15]=2)=[O:9])[CH2:2]1, predict the reactants needed to synthesize it. The reactants are: [O:1]1[CH2:5][CH2:4][CH:3]([CH2:6][NH:7][C:8]([C:10]2[CH:15]=[CH:14][C:13]([NH:16][C:17]([N:19]3[CH2:27][C:26]4[C:21](=[CH:22][CH:23]=[CH:24][CH:25]=4)[CH2:20]3)=[O:18])=[CH:12][CH:11]=2)=[O:9])[CH2:2]1.